Dataset: Forward reaction prediction with 1.9M reactions from USPTO patents (1976-2016). Task: Predict the product of the given reaction. (1) Given the reactants Cl.[NH2:2][CH:3]1[CH2:12][C:11]2[C:6](=[C:7]([N+:14]([O-:16])=[O:15])[CH:8]=[C:9]([Br:13])[CH:10]=2)[NH:5][C:4]1=[O:17].CN(C)C=O.C(=O)(O)[O-].[Na+].[CH3:28][C:29]([O:32][C:33](O[C:33]([O:32][C:29]([CH3:31])([CH3:30])[CH3:28])=[O:34])=[O:34])([CH3:31])[CH3:30], predict the reaction product. The product is: [Br:13][C:9]1[CH:10]=[C:11]2[C:6](=[C:7]([N+:14]([O-:16])=[O:15])[CH:8]=1)[NH:5][C:4](=[O:17])[CH:3]([NH:2][C:33](=[O:34])[O:32][C:29]([CH3:31])([CH3:30])[CH3:28])[CH2:12]2. (2) Given the reactants [NH2:1][C:2]1[N:7]=[C:6](OS(C2C(C)=CC(C)=CC=2C)(=O)=O)[C:5]([CH2:21][C:22]2[CH:40]=[CH:39][C:25]([CH2:26][N:27]([CH2:34][C:35]([F:38])([F:37])[F:36])[CH2:28][C:29]([O:31][CH2:32][CH3:33])=[O:30])=[CH:24][C:23]=2[O:41][CH3:42])=[C:4]([CH3:43])[N:3]=1.[NH2:44][C@@H:45]([CH2:49][CH2:50][CH3:51])[CH2:46][CH2:47][OH:48], predict the reaction product. The product is: [NH2:1][C:2]1[N:7]=[C:6]([NH:44][C@@H:45]([CH2:49][CH2:50][CH3:51])[CH2:46][CH2:47][OH:48])[C:5]([CH2:21][C:22]2[CH:40]=[CH:39][C:25]([CH2:26][N:27]([CH2:34][C:35]([F:36])([F:37])[F:38])[CH2:28][C:29]([O:31][CH2:32][CH3:33])=[O:30])=[CH:24][C:23]=2[O:41][CH3:42])=[C:4]([CH3:43])[N:3]=1. (3) Given the reactants [N:1]1[CH:6]=[CH:5][CH:4]=[C:3](B(O)O)[CH:2]=1.N1C=CC(B(O)O)=CC=1.[NH:19]1[C:27]2[C:22](=[CH:23][CH:24]=[CH:25][CH:26]=2)[C:21]2([CH2:31][O:30][C:29]3[CH:32]=[C:33]4[C:37](=[CH:38][C:28]2=3)[CH2:36][CH2:35][O:34]4)[C:20]1=[O:39].BrC1OC(CN2[C:55]3[C:50](=[CH:51][CH:52]=[CH:53][CH:54]=3)[C:49]3(CO[C:53]4[CH:52]=[C:51]5[C:50](=[CH:55][C:54]3=4)[CH2:49]CO5)C2=O)=CC=1, predict the reaction product. The product is: [N:1]1[CH:6]=[CH:5][CH:4]=[C:3]([C:53]2[CH:54]=[CH:55][C:50]([CH2:49][N:19]3[C:27]4[C:22](=[CH:23][CH:24]=[CH:25][CH:26]=4)[C:21]4([CH2:31][O:30][C:29]5[CH:32]=[C:33]6[C:37](=[CH:38][C:28]4=5)[CH2:36][CH2:35][O:34]6)[C:20]3=[O:39])=[CH:51][CH:52]=2)[CH:2]=1. (4) Given the reactants [F:1][C:2]1[C:7]([F:8])=[CH:6][C:5]([NH2:9])=[C:4]([N+:10]([O-])=O)[CH:3]=1.O.O.[Sn](Cl)Cl, predict the reaction product. The product is: [F:1][C:2]1[CH:3]=[C:4]([NH2:10])[C:5]([NH2:9])=[CH:6][C:7]=1[F:8]. (5) The product is: [CH3:24][NH:23][C:18]1[CH:17]=[C:16]([C:7]2[CH:8]=[CH:9][C:4]([O:3][C:2]([F:14])([F:13])[F:1])=[CH:5][CH:6]=2)[N:21]=[C:20]([NH2:22])[N:19]=1. Given the reactants [F:1][C:2]([F:14])([F:13])[O:3][C:4]1[CH:9]=[CH:8][C:7](B(O)O)=[CH:6][CH:5]=1.I[C:16]1[N:21]=[C:20]([NH2:22])[N:19]=[C:18]([NH:23][CH3:24])[CH:17]=1, predict the reaction product.